This data is from Reaction yield outcomes from USPTO patents with 853,638 reactions. The task is: Predict the reaction yield, written as a fraction of the theoretical maximum amount of product (1.0 means a 100% yield; for example, 0.34 means a 34% yield). (1) The reactants are Cl[C:2]1[C:3]2[C:7]([CH:8]=[CH:9][CH:10]=1)=[N:6][N:5]1[C:11]([CH:16]3[CH2:21][CH2:20][N:19]([C:22]([O:24][C:25]([CH3:28])([CH3:27])[CH3:26])=[O:23])[CH2:18][CH2:17]3)=[CH:12][C:13](=[O:15])[NH:14][C:4]=21.C1(P(C2CCCCC2)[C:36]2C=CC=C[C:37]=2[C:42]2C(N(C)C)=CC=CC=2N(C)C)CCCCC1.[Br-].C1([Zn+])CC1. The catalyst is O1CCCC1.C([O-])(=O)C.[Pd+2].C([O-])(=O)C. The product is [CH:42]1([C:2]2[C:3]3[C:7]([CH:8]=[CH:9][CH:10]=2)=[N:6][N:5]2[C:11]([CH:16]4[CH2:21][CH2:20][N:19]([C:22]([O:24][C:25]([CH3:28])([CH3:27])[CH3:26])=[O:23])[CH2:18][CH2:17]4)=[CH:12][C:13](=[O:15])[NH:14][C:4]=32)[CH2:37][CH2:36]1. The yield is 0.200. (2) The reactants are [Br:1][C:2]1[CH:10]=[C:9]2[C:5]([CH2:6][CH2:7][C:8]2=[O:11])=[CH:4][CH:3]=1.Br[CH2:13][CH2:14][CH:15]([O:19][CH3:20])[CH2:16][CH2:17]Br.[H-].[Na+]. The catalyst is C1COCC1. The product is [Br:1][C:2]1[CH:10]=[C:9]2[C:5]([CH2:6][C:7]3([CH2:17][CH2:16][CH:15]([O:19][CH3:20])[CH2:14][CH2:13]3)[C:8]2=[O:11])=[CH:4][CH:3]=1. The yield is 0.0400.